From a dataset of NCI-60 drug combinations with 297,098 pairs across 59 cell lines. Regression. Given two drug SMILES strings and cell line genomic features, predict the synergy score measuring deviation from expected non-interaction effect. (1) Drug 1: CC1OCC2C(O1)C(C(C(O2)OC3C4COC(=O)C4C(C5=CC6=C(C=C35)OCO6)C7=CC(=C(C(=C7)OC)O)OC)O)O. Drug 2: CC1=C2C(C(=O)C3(C(CC4C(C3C(C(C2(C)C)(CC1OC(=O)C(C(C5=CC=CC=C5)NC(=O)OC(C)(C)C)O)O)OC(=O)C6=CC=CC=C6)(CO4)OC(=O)C)O)C)O. Cell line: U251. Synergy scores: CSS=67.3, Synergy_ZIP=-6.36, Synergy_Bliss=-7.12, Synergy_Loewe=-3.84, Synergy_HSA=-0.883. (2) Drug 1: CCCS(=O)(=O)NC1=C(C(=C(C=C1)F)C(=O)C2=CNC3=C2C=C(C=N3)C4=CC=C(C=C4)Cl)F. Drug 2: CC1=C(C(=O)C2=C(C1=O)N3CC4C(C3(C2COC(=O)N)OC)N4)N. Cell line: HOP-92. Synergy scores: CSS=8.67, Synergy_ZIP=-0.364, Synergy_Bliss=2.86, Synergy_Loewe=-5.80, Synergy_HSA=-0.679. (3) Drug 1: CC12CCC(CC1=CCC3C2CCC4(C3CC=C4C5=CN=CC=C5)C)O. Drug 2: COC1=C(C=C2C(=C1)N=CN=C2NC3=CC(=C(C=C3)F)Cl)OCCCN4CCOCC4. Cell line: RPMI-8226. Synergy scores: CSS=29.2, Synergy_ZIP=2.07, Synergy_Bliss=6.92, Synergy_Loewe=3.32, Synergy_HSA=6.71. (4) Drug 1: CC1OCC2C(O1)C(C(C(O2)OC3C4COC(=O)C4C(C5=CC6=C(C=C35)OCO6)C7=CC(=C(C(=C7)OC)O)OC)O)O. Drug 2: CCC(=C(C1=CC=CC=C1)C2=CC=C(C=C2)OCCN(C)C)C3=CC=CC=C3.C(C(=O)O)C(CC(=O)O)(C(=O)O)O. Cell line: SN12C. Synergy scores: CSS=17.3, Synergy_ZIP=-9.76, Synergy_Bliss=-12.7, Synergy_Loewe=-17.3, Synergy_HSA=-12.0.